Task: Regression. Given a peptide amino acid sequence and an MHC pseudo amino acid sequence, predict their binding affinity value. This is MHC class II binding data.. Dataset: Peptide-MHC class II binding affinity with 134,281 pairs from IEDB (1) The peptide sequence is MLSPMLHHWIKVEYG. The MHC is DRB1_0701 with pseudo-sequence DRB1_0701. The binding affinity (normalized) is 0.657. (2) The peptide sequence is RSLPPIVKDASIQVV. The MHC is DRB1_0401 with pseudo-sequence DRB1_0401. The binding affinity (normalized) is 0.467. (3) The peptide sequence is LDGNLLSSNDLAKYK. The MHC is DRB1_1201 with pseudo-sequence DRB1_1201. The binding affinity (normalized) is 0.569. (4) The peptide sequence is STDLELSWNLNGLQAY. The MHC is DRB1_0802 with pseudo-sequence DRB1_0802. The binding affinity (normalized) is 0.434. (5) The peptide sequence is PVIKARMMEYGTTMVSYQPL. The MHC is HLA-DQA10301-DQB10302 with pseudo-sequence HLA-DQA10301-DQB10302. The binding affinity (normalized) is 0. (6) The peptide sequence is SEPGKYTAYEGQRVVF. The MHC is DRB1_0405 with pseudo-sequence DRB1_0405. The binding affinity (normalized) is 0.483.